Dataset: Full USPTO retrosynthesis dataset with 1.9M reactions from patents (1976-2016). Task: Predict the reactants needed to synthesize the given product. (1) Given the product [F:1][C:2]1[CH:7]=[CH:6][C:5]([NH:8][C:9]([C:11]2[C:20]3[C:15](=[CH:16][C:17]([CH2:21][C:22]4[CH:27]=[C:26]([Cl:45])[N:25]=[CH:24][N:23]=4)=[CH:18][CH:19]=3)[CH:14]=[CH:13][CH:12]=2)=[O:10])=[CH:4][C:3]=1[C:29]([F:32])([F:31])[F:30], predict the reactants needed to synthesize it. The reactants are: [F:1][C:2]1[CH:7]=[CH:6][C:5]([NH:8][C:9]([C:11]2[C:20]3[C:15](=[CH:16][C:17]([CH2:21][C:22]4[CH:27]=[C:26](O)[N:25]=[CH:24][N:23]=4)=[CH:18][CH:19]=3)[CH:14]=[CH:13][CH:12]=2)=[O:10])=[CH:4][C:3]=1[C:29]([F:32])([F:31])[F:30].[Cl-].CN(C)C1C=CC=CC=1.O=P(Cl)(Cl)[Cl:45]. (2) Given the product [C:8]([O:12][C:13]([N:15]1[C@H:20]([C@H:21]([OH:33])[C@H:22]([NH:32][C:1](=[O:3])[CH3:2])[CH2:23][C:24]2[CH:25]=[C:26]([F:31])[CH:27]=[C:28]([F:30])[CH:29]=2)[CH2:19][O:18][C@@H:17]([CH2:34][CH2:35][CH:36]([CH3:38])[CH3:37])[CH2:16]1)=[O:14])([CH3:11])([CH3:10])[CH3:9], predict the reactants needed to synthesize it. The reactants are: [C:1](OC(=O)C)(=[O:3])[CH3:2].[C:8]([O:12][C:13]([N:15]1[C@@H:20]([C@@H:21]([OH:33])[C@@H:22]([NH2:32])[CH2:23][C:24]2[CH:29]=[C:28]([F:30])[CH:27]=[C:26]([F:31])[CH:25]=2)[CH2:19][O:18][C@@H:17]([CH2:34][CH2:35][CH:36]([CH3:38])[CH3:37])[CH2:16]1)=[O:14])([CH3:11])([CH3:10])[CH3:9].C(N(CC)CC)C. (3) Given the product [NH2:22][CH2:21][CH2:20][CH2:19][N:14]([CH2:15][CH2:16][CH2:17][NH2:18])[CH2:1][CH2:2][CH2:3][CH2:4][N:5]([CH2:6][CH2:7][CH2:8][NH2:9])[CH2:10][CH2:11][CH2:12][NH2:13], predict the reactants needed to synthesize it. The reactants are: [CH2:1]([N:14]([CH2:19][CH2:20][C:21]#[N:22])[CH2:15][CH2:16][C:17]#[N:18])[CH2:2][CH2:3][CH2:4][N:5]([CH2:10][CH2:11][C:12]#[N:13])[CH2:6][CH2:7][C:8]#[N:9].CO. (4) Given the product [Cl:25][C:26]1[C:35]2[C:30](=[CH:31][CH:32]=[CH:33][CH:34]=2)[C:29]([N:36]2[C:5]([C:7]3[C:12](=[O:13])[CH:11]=[CH:10][N:9]([C:14]4[CH:19]=[CH:18][C:17]([C:20]([F:22])([F:21])[F:23])=[CH:16][CH:15]=4)[N:8]=3)=[CH:4][CH:3]=[N:37]2)=[CH:28][CH:27]=1, predict the reactants needed to synthesize it. The reactants are: CN(C)/[CH:3]=[CH:4]/[C:5]([C:7]1[C:12](=[O:13])[CH:11]=[CH:10][N:9]([C:14]2[CH:19]=[CH:18][C:17]([C:20]([F:23])([F:22])[F:21])=[CH:16][CH:15]=2)[N:8]=1)=O.[Cl:25][C:26]1[C:35]2[C:30](=[CH:31][CH:32]=[CH:33][CH:34]=2)[C:29]([NH:36][NH2:37])=[CH:28][CH:27]=1. (5) Given the product [Cl:23][C:24]1[CH:25]=[CH:26][C:27]([N:19]2[CH2:18][CH2:17][CH:16]([CH2:15][CH2:14][CH2:13][O:12][C:10]3[CH:9]=[C:8]([CH3:22])[C:4]([C:5]([OH:7])=[O:6])=[C:3]([CH3:2])[CH:11]=3)[CH2:21][CH2:20]2)=[N:28][CH:29]=1, predict the reactants needed to synthesize it. The reactants are: Cl.[CH3:2][C:3]1[CH:11]=[C:10]([O:12][CH2:13][CH2:14][CH2:15][CH:16]2[CH2:21][CH2:20][NH:19][CH2:18][CH2:17]2)[CH:9]=[C:8]([CH3:22])[C:4]=1[C:5]([OH:7])=[O:6].[Cl:23][C:24]1[CH:25]=[CH:26][C:27](F)=[N:28][CH:29]=1.